Dataset: Forward reaction prediction with 1.9M reactions from USPTO patents (1976-2016). Task: Predict the product of the given reaction. (1) Given the reactants [C:1]1([S:15]([OH:18])(=[O:17])=[O:16])[C:10]2[CH:9]=[CH:8][CH:7]=[C:6]([S:11]([OH:14])(=[O:13])=[O:12])[C:5]=2[CH:4]=[CH:3][CH:2]=1.C1(N(CCNCCC2C3SC(=O)NC=3C(O)=CC=2)C(=[O:39])CCNCCC2C=CC=C(F)C=2)CCCCC1.C(=O)([O-])[O-:57].[K+].[K+], predict the reaction product. The product is: [OH2:12].[OH2:39].[OH2:57].[OH2:12].[C:1]1([S:15]([OH:18])(=[O:17])=[O:16])[C:10]2[CH:9]=[CH:8][CH:7]=[C:6]([S:11]([OH:14])(=[O:13])=[O:12])[C:5]=2[CH:4]=[CH:3][CH:2]=1. (2) Given the reactants [Br:1][C:2]1[S:6][C:5]([CH3:7])=[C:4]([CH2:8][C:9]2[CH:14]=[CH:13][C:12]([O:15]C)=[CH:11][CH:10]=2)[CH:3]=1.B(Br)(Br)Br.Cl, predict the reaction product. The product is: [Br:1][C:2]1[S:6][C:5]([CH3:7])=[C:4]([CH2:8][C:9]2[CH:14]=[CH:13][C:12]([OH:15])=[CH:11][CH:10]=2)[CH:3]=1. (3) Given the reactants [NH2:1][C:2]1[N:3]=[CH:4][C:5]([C:8]([O:10][CH3:11])=[O:9])=[N:6][CH:7]=1.C1C(=O)N([Br:19])C(=O)C1, predict the reaction product. The product is: [NH2:1][C:2]1[N:3]=[CH:4][C:5]([C:8]([O:10][CH3:11])=[O:9])=[N:6][C:7]=1[Br:19]. (4) Given the reactants [S:1]([OH:11])(=[O:10])([C:3]1[CH:8]=[CH:7][C:6]([NH2:9])=[CH:5][CH:4]=1)=O.[CH:12]1[CH:17]=[CH:16][CH:15]=[CH:14][CH:13]=1.FC(F)(F)C(OC(=O)C(F)(F)F)=O, predict the reaction product. The product is: [C:12]1([S:1]([C:3]2[CH:4]=[CH:5][C:6]([NH2:9])=[CH:7][CH:8]=2)(=[O:10])=[O:11])[CH:17]=[CH:16][CH:15]=[CH:14][CH:13]=1. (5) Given the reactants F[C:2]1[C:7]([CH:8]2[CH2:13][CH2:12][O:11][CH2:10][CH2:9]2)=[N:6][CH:5]=[CH:4][N:3]=1.[NH2:14][C:15]1[CH:20]=[CH:19][C:18]([OH:21])=[CH:17][CH:16]=1.C(=O)([O-])[O-].[Cs+].[Cs+], predict the reaction product. The product is: [O:11]1[CH2:12][CH2:13][CH:8]([C:7]2[C:2]([O:21][C:18]3[CH:19]=[CH:20][C:15]([NH2:14])=[CH:16][CH:17]=3)=[N:3][CH:4]=[CH:5][N:6]=2)[CH2:9][CH2:10]1. (6) The product is: [NH2:28][C:27]1[C:19]2[C:20](=[C:15]([C:11]3[CH:12]=[CH:13][CH:14]=[C:9]([O:8][CH2:1][C:2]4[CH:3]=[CH:4][CH:5]=[CH:6][CH:7]=4)[CH:10]=3)[CH:24]=[CH:23][CH:18]=2)[CH:21]=[CH:22][N:26]=1. Given the reactants [CH2:1]([O:8][C:9]1[CH:10]=[C:11]([C:15]2N=C(Cl)[C:18]3[C:23]([CH:24]=2)=[CH:22][CH:21]=[CH:20][CH:19]=3)[CH:12]=[CH:13][CH:14]=1)[C:2]1[CH:7]=[CH:6][CH:5]=[CH:4][CH:3]=1.[NH2:26][C:27]1C2C(=C(C3C=CC=C(O)C=3)C=CC=2)C=C[N:28]=1, predict the reaction product. (7) Given the reactants [Br:1][C:2]1[S:3][C:4](Br)=[CH:5][CH:6]=1.[C:8]([O:12][C:13]([N:15]1[CH2:19][CH2:18][CH2:17][CH:16]1[C:20]1[NH:21][C:22]([C:25]2[CH:30]=[CH:29][C:28](B3OC(C)(C)C(C)(C)O3)=[CH:27][CH:26]=2)=[CH:23][N:24]=1)=[O:14])([CH3:11])([CH3:10])[CH3:9].C(COC)OC, predict the reaction product. The product is: [C:8]([O:12][C:13]([N:15]1[CH2:19][CH2:18][CH2:17][CH:16]1[C:20]1[NH:21][C:22]([C:25]2[CH:30]=[CH:29][C:28]([C:4]3[S:3][C:2]([Br:1])=[CH:6][CH:5]=3)=[CH:27][CH:26]=2)=[CH:23][N:24]=1)=[O:14])([CH3:11])([CH3:9])[CH3:10]. (8) The product is: [CH3:12][C:10]([C:9]([O:14][CH2:15][CH2:16][OH:17])=[O:13])=[CH2:11]. Given the reactants C(OCC)(=O)C(C)=C.[C:9]([O:14][CH2:15][CH2:16][OH:17])(=[O:13])[C:10]([CH3:12])=[CH2:11], predict the reaction product. (9) Given the reactants [CH2:1]([O:8][C:9]([NH:11][C@@H:12]([C:63]([CH3:66])([CH3:65])[CH3:64])[C:13]([N:15]1[C@H:19]([C:20](=[O:32])[NH:21][C@H:22]2[C:31]3[C:26](=[CH:27][CH:28]=[CH:29][CH:30]=3)[CH2:25][CH2:24][CH2:23]2)[CH2:18][C@H:17]([C:33]2[CH:42]=[C:41]3[C:36]([CH2:37][C@@H:38]([C:50](=[O:62])[NH:51][C@H:52]4[C:61]5[C:56](=[CH:57][CH:58]=[CH:59][CH:60]=5)[CH2:55][CH2:54][CH2:53]4)[N:39](C(OC(C)(C)C)=O)[CH2:40]3)=[CH:35][CH:34]=2)[CH2:16]1)=[O:14])=[O:10])[C:2]1[CH:7]=[CH:6][CH:5]=[CH:4][CH:3]=1.C(O)(C(F)(F)F)=O, predict the reaction product. The product is: [CH3:64][C:63]([CH3:66])([CH3:65])[C@H:12]([NH:11][C:9](=[O:10])[O:8][CH2:1][C:2]1[CH:3]=[CH:4][CH:5]=[CH:6][CH:7]=1)[C:13](=[O:14])[N:15]1[CH2:16][C@@H:17]([C:33]2[CH:42]=[C:41]3[C:36]([CH2:37][C@@H:38]([C:50](=[O:62])[NH:51][C@H:52]4[C:61]5[C:56](=[CH:57][CH:58]=[CH:59][CH:60]=5)[CH2:55][CH2:54][CH2:53]4)[NH:39][CH2:40]3)=[CH:35][CH:34]=2)[CH2:18][C@H:19]1[C:20](=[O:32])[NH:21][C@H:22]1[C:31]2[C:26](=[CH:27][CH:28]=[CH:29][CH:30]=2)[CH2:25][CH2:24][CH2:23]1.